From a dataset of Catalyst prediction with 721,799 reactions and 888 catalyst types from USPTO. Predict which catalyst facilitates the given reaction. (1) Reactant: [O:1]=[S:2]1(=[O:34])[C:7]2[CH:8]=[CH:9][CH:10]=[CH:11][C:6]=2[NH:5][C:4]([C:12]2[C:13](=[O:33])[N:14]([N:23]=[C:24]3[CH2:29][CH2:28][CH:27]([CH:30]([CH3:32])[CH3:31])[CH2:26][CH2:25]3)[C:15]3[C:20]([C:21]=2[OH:22])=[CH:19][CH:18]=[CH:17][CH:16]=3)=[N:3]1.CO.[BH4-].[Li+].Cl. Product: [O:34]=[S:2]1(=[O:1])[C:7]2[CH:8]=[CH:9][CH:10]=[CH:11][C:6]=2[NH:5][C:4]([C:12]2[C:13](=[O:33])[N:14]([NH:23][CH:24]3[CH2:25][CH2:26][CH:27]([CH:30]([CH3:32])[CH3:31])[CH2:28][CH2:29]3)[C:15]3[C:20]([C:21]=2[OH:22])=[CH:19][CH:18]=[CH:17][CH:16]=3)=[N:3]1. The catalyst class is: 30. (2) Reactant: [CH3:1][N:2]1[CH2:7][CH2:6][N:5]([S:8]([C:11]2[CH:16]=[CH:15][C:14]([NH:17][C:18]3[N:23]=[CH:22][C:21]([NH2:24])=[CH:20][N:19]=3)=[CH:13][CH:12]=2)(=[O:10])=[O:9])[CH2:4][CH2:3]1.[Cl:25][C:26]1[CH:34]=[CH:33][CH:32]=[C:31]([Cl:35])[C:27]=1[C:28](Cl)=[O:29]. Product: [Cl:25][C:26]1[CH:34]=[CH:33][CH:32]=[C:31]([Cl:35])[C:27]=1[C:28]([NH:24][C:21]1[CH:22]=[N:23][C:18]([NH:17][C:14]2[CH:15]=[CH:16][C:11]([S:8]([N:5]3[CH2:6][CH2:7][N:2]([CH3:1])[CH2:3][CH2:4]3)(=[O:9])=[O:10])=[CH:12][CH:13]=2)=[N:19][CH:20]=1)=[O:29]. The catalyst class is: 1. (3) Reactant: [NH2:1][C:2]1[C:15]2[C:14](=[O:16])[C:13]([C:17]#[N:18])=[CH:12][N:7]3[C@@H:8]([CH3:11])[CH2:9][O:10][C:5]([C:6]=23)=[C:4](F)[C:3]=1[F:20].[N:21]1[CH:26]=[CH:25][CH:24]=[CH:23][C:22]=1[C@@H:27]1[CH2:31][CH2:30][C@@H:29]([NH2:32])[CH2:28]1.C(N(CC)CC)C. Product: [NH2:1][C:2]1[C:15]2[C:14](=[O:16])[C:13]([C:17]#[N:18])=[CH:12][N:7]3[C@@H:8]([CH3:11])[CH2:9][O:10][C:5]([C:6]=23)=[C:4]([NH:32][C@@H:29]2[CH2:30][CH2:31][C@@H:27]([C:22]3[CH:23]=[CH:24][CH:25]=[CH:26][N:21]=3)[CH2:28]2)[C:3]=1[F:20]. The catalyst class is: 16. (4) Reactant: C([Si](C1C=CC=CC=1)(C1C=CC=CC=1)[O:6][CH:7]1[CH2:12][CH2:11][N:10]([CH:13]2[CH2:17][CH2:16][N:15]([CH2:18][C:19]3[C:24]([Cl:25])=[CH:23][C:22]([C:26]4[CH:31]=[CH:30][C:29]([C:32]([N:34]5[CH2:39][CH2:38][CH:37]([C:40]([F:43])([F:42])[F:41])[CH2:36][CH2:35]5)=[O:33])=[CH:28][CH:27]=4)=[CH:21][C:20]=3[Cl:44])[C:14]2=[O:45])[CH2:9][CH2:8]1)(C)(C)C.FC(F)(F)C(O)=O.[OH-].[Na+]. Product: [Cl:44][C:20]1[CH:21]=[C:22]([C:26]2[CH:27]=[CH:28][C:29]([C:32]([N:34]3[CH2:39][CH2:38][CH:37]([C:40]([F:43])([F:41])[F:42])[CH2:36][CH2:35]3)=[O:33])=[CH:30][CH:31]=2)[CH:23]=[C:24]([Cl:25])[C:19]=1[CH2:18][N:15]1[CH2:16][CH2:17][CH:13]([N:10]2[CH2:11][CH2:12][CH:7]([OH:6])[CH2:8][CH2:9]2)[C:14]1=[O:45]. The catalyst class is: 299. (5) Reactant: [CH2:1]([N:8]1[CH2:13][CH2:12][O:11][CH:10]([C:14]#[N:15])[CH2:9]1)[C:2]1[CH:7]=[CH:6][CH:5]=[CH:4][CH:3]=1.[H][H]. Product: [CH2:1]([N:8]1[CH2:13][CH2:12][O:11][CH:10]([CH2:14][NH2:15])[CH2:9]1)[C:2]1[CH:3]=[CH:4][CH:5]=[CH:6][CH:7]=1. The catalyst class is: 94. (6) Reactant: [CH3:1][O:2][C:3](=[O:23])[C:4]([C:16]1[CH:21]=[CH:20][C:19]([OH:22])=[CH:18][CH:17]=1)=[CH:5][C:6]1[CH:11]=[C:10]([O:12][CH3:13])[CH:9]=[C:8]([O:14][CH3:15])[CH:7]=1. Product: [CH3:1][O:2][C:3](=[O:23])[CH:4]([C:16]1[CH:17]=[CH:18][C:19]([OH:22])=[CH:20][CH:21]=1)[CH2:5][C:6]1[CH:7]=[C:8]([O:14][CH3:15])[CH:9]=[C:10]([O:12][CH3:13])[CH:11]=1. The catalyst class is: 8.